This data is from Catalyst prediction with 721,799 reactions and 888 catalyst types from USPTO. The task is: Predict which catalyst facilitates the given reaction. (1) Reactant: [H-].[Na+].[F:3][C:4]1[CH:13]=[C:12]2[C:7]([C:8](=[O:14])[NH:9][CH:10]=[N:11]2)=[CH:6][CH:5]=1.[CH3:15]I.O. Product: [F:3][C:4]1[CH:13]=[C:12]2[C:7]([C:8](=[O:14])[N:9]([CH3:15])[CH:10]=[N:11]2)=[CH:6][CH:5]=1. The catalyst class is: 3. (2) Reactant: [NH2:1][C:2]1[N:7]=[C:6]([NH:8][C@@H:9]([CH2:13][CH2:14][CH3:15])[CH2:10][CH2:11][OH:12])[C:5]([CH2:16][C:17]2[CH:22]=[CH:21][C:20]([N:23]3[CH2:28][CH2:27][N:26](C(OC(C)(C)C)=O)[CH2:25][C:24]3=[O:36])=[CH:19][C:18]=2[O:37][CH3:38])=[C:4]([CH3:39])[N:3]=1.Cl.C([O-])([O-])=O.[K+].[K+]. Product: [NH2:1][C:2]1[N:7]=[C:6]([NH:8][C@@H:9]([CH2:13][CH2:14][CH3:15])[CH2:10][CH2:11][OH:12])[C:5]([CH2:16][C:17]2[CH:22]=[CH:21][C:20]([N:23]3[CH2:28][CH2:27][NH:26][CH2:25][C:24]3=[O:36])=[CH:19][C:18]=2[O:37][CH3:38])=[C:4]([CH3:39])[N:3]=1. The catalyst class is: 22.